Dataset: Reaction yield outcomes from USPTO patents with 853,638 reactions. Task: Predict the reaction yield, written as a fraction of the theoretical maximum amount of product (1.0 means a 100% yield; for example, 0.34 means a 34% yield). (1) The reactants are [OH:1][CH2:2][CH2:3][C:4]([O:6][CH3:7])=[O:5].[O:8]1[CH:13]=[CH:12][CH2:11][CH2:10][CH2:9]1. The catalyst is ClCCl.C1(C)C=CC(S([O-])(=O)=O)=CC=1.[NH+]1C=CC=CC=1. The product is [O:8]1[CH2:13][CH2:12][CH2:11][CH2:10][CH:9]1[O:1][CH2:2][CH2:3][C:4]([O:6][CH3:7])=[O:5]. The yield is 0.590. (2) The reactants are Cl[C:2]1[CH:3]=[CH:4][C:5]2[O:14][CH2:13][CH2:12][C:11]3[CH:10]=[C:9]([C:15]4[N:16]([C:20]5[CH:25]=[CH:24][C:23]([F:26])=[CH:22][C:21]=5[F:27])[N:17]=[CH:18][N:19]=4)[S:8][C:7]=3[C:6]=2[N:28]=1.[CH:29]([N:32]1[CH2:37][CH2:36][NH:35][CH2:34][CH2:33]1)([CH3:31])[CH3:30].CC(C1C=C(C(C)C)C(C2C=CC=CC=2P(C2CCCCC2)C2CCCCC2)=C(C(C)C)C=1)C.CC(C)([O-])C. The catalyst is O1CCOCC1.CC([O-])=O.CC([O-])=O.[Pd+2]. The product is [F:27][C:21]1[CH:22]=[C:23]([F:26])[CH:24]=[CH:25][C:20]=1[N:16]1[C:15]([C:9]2[S:8][C:7]3[C:6]4[N:28]=[C:2]([N:35]5[CH2:36][CH2:37][N:32]([CH:29]([CH3:31])[CH3:30])[CH2:33][CH2:34]5)[CH:3]=[CH:4][C:5]=4[O:14][CH2:13][CH2:12][C:11]=3[CH:10]=2)=[N:19][CH:18]=[N:17]1. The yield is 0.220. (3) The reactants are [CH:1]1[C:6]([C:7]2[CH:8]=[CH:9][C:10]([F:14])=[CH:11][C:12]=2[F:13])=[CH:5][C:4]([C:15]([OH:17])=[O:16])=[C:3]([OH:18])[CH:2]=1.Cl.CN(C)[CH2:22][CH2:23][CH2:24]N=C=N.O.ON1C2C=CC=CC=2N=N1.C(O)CC. The catalyst is CN(C)C=O.O. The product is [F:13][C:12]1[CH:11]=[C:10]([F:14])[CH:9]=[CH:8][C:7]=1[C:6]1[CH:5]=[C:4]([C:15]([O:17][CH2:22][CH2:23][CH3:24])=[O:16])[C:3]([OH:18])=[CH:2][CH:1]=1. The yield is 0.300. (4) The reactants are [CH2:1]([N:4]([C:12]1[CH:17]=[CH:16][C:15]([F:18])=[CH:14][CH:13]=1)[C:5](=[O:11])[CH2:6][C:7]([O:9][CH3:10])=[O:8])[CH:2]=[CH2:3]. The catalyst is C(O)(=O)C.O.O.C([O-])(=O)C.[Mn+3].C([O-])(=O)C.C([O-])(=O)C.O.C([O-])(=O)C.[Cu+2].C([O-])(=O)C. The product is [F:18][C:15]1[CH:16]=[CH:17][C:12]([N:4]2[CH2:1][CH:2]3[C:6]([C:7]([O:9][CH3:10])=[O:8])([CH2:3]3)[C:5]2=[O:11])=[CH:13][CH:14]=1. The yield is 0.120. (5) The reactants are [CH2:1]([NH:8][C:9]1[CH:14]=[CH:13][N:12]([CH2:15][C:16]2[CH:21]=[CH:20][CH:19]=[C:18]([F:22])[CH:17]=2)[C:11](=[O:23])[CH:10]=1)[C:2]1[CH:7]=[CH:6][CH:5]=[CH:4][CH:3]=1.[Br:24]N1C(=O)CCC1=O. No catalyst specified. The product is [CH2:1]([NH:8][C:9]1[CH:14]=[CH:13][N:12]([CH2:15][C:16]2[CH:21]=[CH:20][CH:19]=[C:18]([F:22])[CH:17]=2)[C:11](=[O:23])[C:10]=1[Br:24])[C:2]1[CH:7]=[CH:6][CH:5]=[CH:4][CH:3]=1. The yield is 0.350. (6) The reactants are [CH:1]([NH:4]C(C)C)(C)C.C([Li])CCC.[F:13][C:14]1[CH:19]=[C:18](I)[CH:17]=[CH:16][C:15]=1[CH2:21][C:22]([O:24][CH3:25])=[O:23].[CH3:56][O:55][C:52]1[CH:51]=[CH:50][C:49]([N:48]2[C:44]([C:42](O[C:42]([C:44]3[N:48]([C:49]4[CH:54]=[CH:53][C:52]([O:55][CH3:56])=[CH:51][CH:50]=4)[N:47]=[C:46]([C:57]([F:60])([F:59])[F:58])[CH:45]=3)=[O:43])=[O:43])=[CH:45][C:46]([C:57]([F:60])([F:59])[F:58])=[N:47]2)=[CH:54][CH:53]=1.Cl.[O:66]1[CH2:70][CH2:69][CH2:68][CH2:67]1. The catalyst is CN(C)P(N(C)C)(N(C)C)=O. The product is [F:13][C:14]1[CH:19]=[C:18]([N:4]2[CH:1]=[CH:70][CH:69]=[CH:68][C:67]2=[O:66])[CH:17]=[CH:16][C:15]=1[CH:21]([C:42]([C:44]1[N:48]([C:49]2[CH:50]=[CH:51][C:52]([O:55][CH3:56])=[CH:53][CH:54]=2)[N:47]=[C:46]([C:57]([F:58])([F:60])[F:59])[CH:45]=1)=[O:43])[C:22]([O:24][CH3:25])=[O:23]. The yield is 0.490. (7) The reactants are [NH2:1][C:2]1[CH:3]=[CH:4][CH:5]=[C:6]2[C:11]=1[N:10]=[C:9]([C:12]1[CH:17]=[CH:16][CH:15]=[C:14]([C:18]([F:21])([F:20])[F:19])[CH:13]=1)[N:8]([CH3:22])[C:7]2=[O:23].[N:24]1[CH:29]=[CH:28][CH:27]=[CH:26][C:25]=1[C:30](O)=[O:31].CN(C(ON1N=NC2C=CC=NC1=2)=[N+](C)C)C.F[P-](F)(F)(F)(F)F.CCN(C(C)C)C(C)C. The catalyst is CN(C=O)C.CCOCC.O. The product is [CH3:22][N:8]1[C:7](=[O:23])[C:6]2[C:11](=[C:2]([NH:1][C:30](=[O:31])[C:25]3[CH:26]=[CH:27][CH:28]=[CH:29][N:24]=3)[CH:3]=[CH:4][CH:5]=2)[N:10]=[C:9]1[C:12]1[CH:17]=[CH:16][CH:15]=[C:14]([C:18]([F:21])([F:20])[F:19])[CH:13]=1. The yield is 0.930. (8) The reactants are [Br:1][C:2]1[CH:9]=[C:6]([CH:7]=[O:8])[C:5]([OH:10])=[CH:4][CH:3]=1.[Cl:11]Cl. The catalyst is C(O)(=O)C. The product is [Cl:11][C:4]1[CH:3]=[C:2]([Br:1])[CH:9]=[C:6]([CH:7]=[O:8])[C:5]=1[OH:10]. The yield is 0.820.